From a dataset of Forward reaction prediction with 1.9M reactions from USPTO patents (1976-2016). Predict the product of the given reaction. Given the reactants [F:1][CH:2]([F:11])[C:3]([C:5]1[CH:10]=[CH:9][CH:8]=[CH:7][CH:6]=1)=[O:4].Br[C:13]1[CH:18]=[C:17]([O:19][CH3:20])[CH:16]=[CH:15][C:14]=1[O:21][CH3:22].ClC1C=C(OC)C=CC=1OC, predict the reaction product. The product is: [CH3:20][O:19][C:17]1[CH:18]=[CH:13][C:14]([O:21][CH3:22])=[CH:15][C:16]=1[C:2]([F:11])([F:1])[C:3]([C:5]1[CH:6]=[CH:7][CH:8]=[CH:9][CH:10]=1)=[O:4].